From a dataset of Reaction yield outcomes from USPTO patents with 853,638 reactions. Predict the reaction yield, written as a fraction of the theoretical maximum amount of product (1.0 means a 100% yield; for example, 0.34 means a 34% yield). (1) The reactants are [ClH:1].[C:2]1([N:8]([CH2:31][C:32]([O:34]CC)=[O:33])[C:9]([C:11]2[CH:12]=[CH:13][C:14]3[S:18][C:17]([CH2:19][NH:20][C:21]4[CH:26]=[CH:25][C:24]([C:27](=[NH:29])[NH2:28])=[CH:23][CH:22]=4)=[N:16][C:15]=3[CH:30]=2)=[O:10])[CH:7]=[CH:6][CH:5]=[CH:4][CH:3]=1.[OH-].[Na+]. The catalyst is C(O)(=O)C.C(Cl)Cl.C(O)C. The product is [ClH:1].[C:2]1([N:8]([CH2:31][C:32]([OH:34])=[O:33])[C:9]([C:11]2[CH:12]=[CH:13][C:14]3[S:18][C:17]([CH2:19][NH:20][C:21]4[CH:26]=[CH:25][C:24]([C:27](=[NH:28])[NH2:29])=[CH:23][CH:22]=4)=[N:16][C:15]=3[CH:30]=2)=[O:10])[CH:7]=[CH:6][CH:5]=[CH:4][CH:3]=1. The yield is 0.750. (2) The reactants are Br[C:2]1[CH:7]=[CH:6][CH:5]=[CH:4][C:3]=1[N:8]1[C:13](=[O:14])[N:12]([C:15]2[CH:20]=[CH:19][CH:18]=[CH:17][C:16]=2[O:21][CH3:22])[CH2:11][C:10]([C:23]2[CH:28]=[CH:27][CH:26]=[CH:25][N:24]=2)=[N:9]1.[Cu](C#N)[C:30]#[N:31]. The catalyst is CN(C)C=O. The product is [C:30]([C:2]1[CH:7]=[CH:6][CH:5]=[CH:4][C:3]=1[N:8]1[C:13](=[O:14])[N:12]([C:15]2[CH:20]=[CH:19][CH:18]=[CH:17][C:16]=2[O:21][CH3:22])[CH2:11][C:10]([C:23]2[CH:28]=[CH:27][CH:26]=[CH:25][N:24]=2)=[N:9]1)#[N:31]. The yield is 0.830.